This data is from Peptide-MHC class I binding affinity with 185,985 pairs from IEDB/IMGT. The task is: Regression. Given a peptide amino acid sequence and an MHC pseudo amino acid sequence, predict their binding affinity value. This is MHC class I binding data. (1) The peptide sequence is MHGHGKHIL. The MHC is HLA-A23:01 with pseudo-sequence HLA-A23:01. The binding affinity (normalized) is 0.0847. (2) The peptide sequence is GMEAQFLYLY. The MHC is HLA-A01:01 with pseudo-sequence HLA-A01:01. The binding affinity (normalized) is 0.520. (3) The peptide sequence is ILAAWLAPR. The MHC is HLA-A31:01 with pseudo-sequence HLA-A31:01. The binding affinity (normalized) is 0.936.